From a dataset of Reaction yield outcomes from USPTO patents with 853,638 reactions. Predict the reaction yield, written as a fraction of the theoretical maximum amount of product (1.0 means a 100% yield; for example, 0.34 means a 34% yield). (1) The reactants are [F:1][C:2]1[CH:7]=[CH:6][C:5]([N:8]([C:18]2[CH:23]=[CH:22][CH:21]=[CH:20][C:19]=2O)[C:9](=O)[C:10]2[CH:15]=[CH:14][C:13]([OH:16])=[CH:12][CH:11]=2)=[CH:4][CH:3]=1.C1C[O:28]CC1. No catalyst specified. The product is [F:1][C:2]1[CH:7]=[CH:6][C:5]([N:8]([CH2:9][C:10]2[CH:15]=[CH:14][C:13]([OH:16])=[CH:12][CH:11]=2)[C:18]2[CH:23]=[CH:22][C:21]([OH:28])=[CH:20][CH:19]=2)=[CH:4][CH:3]=1. The yield is 0.920. (2) The reactants are [I:1][C:2]1[C:10]2[C:5](=[CH:6][CH:7]=[C:8]([C:11](O)=[O:12])[CH:9]=2)[N:4]([S:14]([C:17]2[CH:23]=[CH:22][C:20]([CH3:21])=[CH:19][CH:18]=2)(=[O:16])=[O:15])[CH:3]=1.[C:24]([NH:32][NH2:33])(=[O:31])[C:25]1[CH:30]=[CH:29][CH:28]=[CH:27][CH:26]=1.C(N(C(C)C)C(C)C)C.CN(C(ON1N=NC2C=CC=NC1=2)=[N+](C)C)C.F[P-](F)(F)(F)(F)F. The catalyst is C1COCC1. The product is [C:24]([NH:32][NH:33][C:11]([C:8]1[CH:9]=[C:10]2[C:5](=[CH:6][CH:7]=1)[N:4]([S:14]([C:17]1[CH:23]=[CH:22][C:20]([CH3:21])=[CH:19][CH:18]=1)(=[O:16])=[O:15])[CH:3]=[C:2]2[I:1])=[O:12])(=[O:31])[C:25]1[CH:30]=[CH:29][CH:28]=[CH:27][CH:26]=1. The yield is 0.470. (3) The reactants are [CH3:1][O:2][C:3]([C@H:5]1[CH2:10][CH2:9][CH2:8][CH2:7][C@H:6]1C(O)=O)=[O:4].C([N:16](CC)CC)C.Cl[C:22]([O:24][CH2:25][CH3:26])=[O:23].[N-]=[N+]=[N-].[Na+].[CH2:31](O)[C:32]1C=C[CH:35]=[CH:34][CH:33]=1. The catalyst is O1CCCC1.O.C1C=CC=CC=1.ClCCl. The product is [CH3:1][O:2][C:3]([C@@H:5]1[CH2:10][CH2:9][CH2:8][CH2:7][C@@H:6]1[NH:16][C:22]([O:24][CH2:25][C:26]1[CH:35]=[CH:34][CH:33]=[CH:32][CH:31]=1)=[O:23])=[O:4]. The yield is 0.680. (4) The reactants are Cl.[F:2][C:3]([F:34])([F:33])[C:4]1[CH:5]=[C:6]([CH:26]=[C:27]([C:29]([F:32])([F:31])[F:30])[CH:28]=1)[CH2:7][N:8]([CH3:25])[C:9]([C@@H:11]1[CH2:16][CH2:15][NH:14][CH2:13][C@H:12]1[C:17]1[CH:22]=[CH:21][C:20]([F:23])=[CH:19][C:18]=1[CH3:24])=[O:10].CCN(CC)CC.Cl[CH2:43][CH2:44][S:45](Cl)(=[O:47])=[O:46].O. The catalyst is C1COCC1. The product is [F:34][C:3]([F:2])([F:33])[C:4]1[CH:5]=[C:6]([CH:26]=[C:27]([C:29]([F:30])([F:31])[F:32])[CH:28]=1)[CH2:7][N:8]([CH3:25])[C:9]([C@@H:11]1[CH2:16][CH2:15][N:14]([S:45]([CH:44]=[CH2:43])(=[O:47])=[O:46])[CH2:13][C@H:12]1[C:17]1[CH:22]=[CH:21][C:20]([F:23])=[CH:19][C:18]=1[CH3:24])=[O:10]. The yield is 0.240. (5) The reactants are [Cl:1][C:2]1[CH:3]=[C:4]([NH:9][C:10]([C:12]2[CH:16]=[C:15]([C:17]3[N:18]=[C:19]([NH:22][CH3:23])[S:20][CH:21]=3)[O:14][N:13]=2)=O)[CH:5]=[CH:6][C:7]=1[F:8].P(Cl)(Cl)(Cl)(Cl)Cl.[NH2:30][OH:31]. The catalyst is C1C=CC=CC=1. The product is [Cl:1][C:2]1[CH:3]=[C:4]([NH:9][C:10]([C:12]2[CH:16]=[C:15]([C:17]3[N:18]=[C:19]([NH:22][CH3:23])[S:20][CH:21]=3)[O:14][N:13]=2)=[N:30][OH:31])[CH:5]=[CH:6][C:7]=1[F:8]. The yield is 0.350. (6) The reactants are [NH:1]1[C:7]2[CH:8]=[CH:9][CH:10]=[CH:11][C:6]=2[CH:5]=[CH:4][CH:3]=[CH:2]1.[CH:12](=O)[CH3:13].C(O[BH-](OC(=O)C)OC(=O)C)(=O)C.[Na+].C(O)(=O)C. The catalyst is ClCCl. The product is [CH2:12]([N:1]1[C:7]2[CH:8]=[CH:9][CH:10]=[CH:11][C:6]=2[CH:5]=[CH:4][CH:3]=[CH:2]1)[CH3:13]. The yield is 0.480.